This data is from Reaction yield outcomes from USPTO patents with 853,638 reactions. The task is: Predict the reaction yield, written as a fraction of the theoretical maximum amount of product (1.0 means a 100% yield; for example, 0.34 means a 34% yield). (1) The reactants are [I:1]N1C(=O)CCC1=O.[O:9]1[CH:13]=[CH:12][CH2:11][CH2:10]1.[CH2:14]([OH:17])[C:15]#[CH:16].O. The catalyst is C(Cl)Cl. The product is [CH2:14]([O:17][C@H:13]1[C@H:12]([I:1])[CH2:11][CH2:10][O:9]1)[C:15]#[CH:16]. The yield is 0.920. (2) The product is [F:27][C:21]1[CH:22]=[C:23]([F:26])[CH:24]=[CH:25][C:20]=1[N:16]1[C:15]([C:9]2[S:8][C:7]3[C:6]4[N:28]=[C:2]([NH:35][CH:33]([CH3:34])[CH2:32][OH:31])[CH:3]=[CH:4][C:5]=4[O:14][CH2:13][CH2:12][C:11]=3[CH:10]=2)=[N:19][CH:18]=[N:17]1. The yield is 0.130. The catalyst is O1CCOCC1.CC([O-])=O.CC([O-])=O.[Pd+2]. The reactants are Cl[C:2]1[CH:3]=[CH:4][C:5]2[O:14][CH2:13][CH2:12][C:11]3[CH:10]=[C:9]([C:15]4[N:16]([C:20]5[CH:25]=[CH:24][C:23]([F:26])=[CH:22][C:21]=5[F:27])[N:17]=[CH:18][N:19]=4)[S:8][C:7]=3[C:6]=2[N:28]=1.C[Si](C)(C)[O:31][CH2:32][CH:33]([NH2:35])[CH3:34].CC([O-])(C)C.[Na+].CC(C1C=C(C(C)C)C(C2C=CC=CC=2P(C2CCCCC2)C2CCCCC2)=C(C(C)C)C=1)C. (3) The reactants are [OH:1][C@@H:2]([C:6]1[CH:14]=[CH:13][C:9]([C:10]([OH:12])=O)=[CH:8][CH:7]=1)[CH2:3][CH2:4][CH3:5].Cl.[NH2:16][CH2:17][CH2:18][C:19]([O:21][CH2:22][CH3:23])=[O:20].F[P-](F)(F)(F)(F)F.N1(OC(N(C)C)=[N+](C)C)C2N=CC=CC=2N=N1.C(N(C(C)C)CC)(C)C. The catalyst is CN(C)C=O. The product is [OH:1][C@@H:2]([C:6]1[CH:7]=[CH:8][C:9]([C:10]([NH:16][CH2:17][CH2:18][C:19]([O:21][CH2:22][CH3:23])=[O:20])=[O:12])=[CH:13][CH:14]=1)[CH2:3][CH2:4][CH3:5]. The yield is 1.00. (4) The product is [Cl:16][C:17]1[CH:23]=[CH:22][CH:21]=[CH:20][C:18]=1[NH:19][C:2]1[N:7]2[N:8]=[CH:9][CH:10]=[C:6]2[N:5]=[CH:4][C:3]=1[C:11]([O:13][CH2:14][CH3:15])=[O:12]. No catalyst specified. The yield is 0.310. The reactants are O[C:2]1[N:7]2[N:8]=[CH:9][CH:10]=[C:6]2[N:5]=[CH:4][C:3]=1[C:11]([O:13][CH2:14][CH3:15])=[O:12].[Cl:16][C:17]1[CH:23]=[CH:22][CH:21]=[CH:20][C:18]=1[NH2:19]. (5) The reactants are [N:1]([CH2:4][C:5]([NH:7][C:8]1[CH:13]=[CH:12][C:11]([C:14]2([C:19]3[CH:24]=[CH:23][C:22]([Cl:25])=[CH:21][CH:20]=3)OCC[O:15]2)=[CH:10][C:9]=1[C:26](=O)[C:27]1[CH:32]=[CH:31][CH:30]=[CH:29][CH:28]=1)=[O:6])=[N+]=[N-]. The catalyst is C1COCC1.[Pd].C(O)C. The product is [Cl:25][C:22]1[CH:23]=[CH:24][C:19]([C:14]([C:11]2[CH:12]=[CH:13][C:8]3[NH:7][C:5](=[O:6])[CH2:4][N:1]=[C:26]([C:27]4[CH:28]=[CH:29][CH:30]=[CH:31][CH:32]=4)[C:9]=3[CH:10]=2)=[O:15])=[CH:20][CH:21]=1. The yield is 0.700. (6) The reactants are [Br:1][C:2]1[N:3]=[C:4](Br)[C:5]2[C:10]([CH:11]=1)=[CH:9][CH:8]=[CH:7][CH:6]=2.[N:13]1([C:20]([O:22][C:23]([CH3:26])([CH3:25])[CH3:24])=[O:21])[CH2:19][CH2:18][CH2:17][NH:16][CH2:15][CH2:14]1.C(=O)([O-])[O-].[K+].[K+]. The catalyst is CN(C=O)C. The product is [Br:1][C:2]1[N:3]=[C:4]([N:16]2[CH2:17][CH2:18][CH2:19][N:13]([C:20]([O:22][C:23]([CH3:26])([CH3:25])[CH3:24])=[O:21])[CH2:14][CH2:15]2)[C:5]2[C:10]([CH:11]=1)=[CH:9][CH:8]=[CH:7][CH:6]=2. The yield is 0.760. (7) The reactants are [C:1](/[C:3](=[C:5]1/[C:6]2[CH:35]=[CH:34][CH:33]=[CH:32][C:7]=2[O:8][CH2:9][C:10]2[CH:15]=[C:14]([CH2:16][N:17]3[C:21]4[CH:22]=[CH:23][CH:24]=[C:25]([C:26](O)=[O:27])[C:20]=4[N:19]=[C:18]3[CH2:29][CH2:30][CH3:31])[CH:13]=[CH:12][C:11]/1=2)/[CH3:4])#[N:2].[NH2:36][CH2:37][CH2:38][OH:39].C(N=C=NCCCN(C)C)C.ON1C2C=CC=CC=2N=N1.C(=O)([O-])O.[Na+]. The catalyst is CN(C=O)C. The product is [OH:39][CH2:38][CH2:37][NH:36][C:26]([C:25]1[C:20]2[N:19]=[C:18]([CH2:29][CH2:30][CH3:31])[N:17]([CH2:16][C:14]3[CH:13]=[CH:12][C:11]4/[C:5](=[C:3](\[C:1]#[N:2])/[CH3:4])/[C:6]5[CH:35]=[CH:34][CH:33]=[CH:32][C:7]=5[O:8][CH2:9][C:10]=4[CH:15]=3)[C:21]=2[CH:22]=[CH:23][CH:24]=1)=[O:27]. The yield is 0.990. (8) The reactants are Br[C:2]1[S:6][C:5]([CH2:7][N:8]2[C:16]3[C:11](=[CH:12][CH:13]=[CH:14][CH:15]=3)[C:10]3([C:20]4=[CH:21][C:22]5[O:26][CH2:25][O:24][C:23]=5[CH:27]=[C:19]4[O:18][CH2:17]3)[C:9]2=[O:28])=[CH:4][CH:3]=1.[CH3:29][N:30](C)C=O. The catalyst is O.[C-]#N.[Zn+2].[C-]#N.C1C=CC(/C=C/C(/C=C/C2C=CC=CC=2)=O)=CC=1.C1C=CC(/C=C/C(/C=C/C2C=CC=CC=2)=O)=CC=1.C1C=CC(/C=C/C(/C=C/C2C=CC=CC=2)=O)=CC=1.[Pd].[Pd].C1(P(C2C=CC=CC=2)[C-]2C=CC=C2)C=CC=CC=1.[C-]1(P(C2C=CC=CC=2)C2C=CC=CC=2)C=CC=C1.[Fe+2]. The product is [O:28]=[C:9]1[C:10]2([C:20]3=[CH:21][C:22]4[O:26][CH2:25][O:24][C:23]=4[CH:27]=[C:19]3[O:18][CH2:17]2)[C:11]2[C:16](=[CH:15][CH:14]=[CH:13][CH:12]=2)[N:8]1[CH2:7][C:5]1[S:6][C:2]([C:29]#[N:30])=[CH:3][CH:4]=1. The yield is 0.440.